This data is from TCR-epitope binding with 47,182 pairs between 192 epitopes and 23,139 TCRs. The task is: Binary Classification. Given a T-cell receptor sequence (or CDR3 region) and an epitope sequence, predict whether binding occurs between them. The epitope is QIKVRVKMV. The TCR CDR3 sequence is CASSRLAGGTGELFF. Result: 1 (the TCR binds to the epitope).